This data is from Full USPTO retrosynthesis dataset with 1.9M reactions from patents (1976-2016). The task is: Predict the reactants needed to synthesize the given product. Given the product [Cl:1][C:2]1[CH:3]=[C:4]([NH:9][C:10]2[C:19]3[C:14](=[CH:15][C:16]([O:23][C@H:24]4[CH2:28][CH2:27][O:26][CH2:25]4)=[C:17]([NH2:20])[CH:18]=3)[N:13]=[CH:12][N:11]=2)[CH:5]=[CH:6][C:7]=1[F:8], predict the reactants needed to synthesize it. The reactants are: [Cl:1][C:2]1[CH:3]=[C:4]([NH:9][C:10]2[C:19]3[C:14](=[CH:15][C:16]([O:23][C@H:24]4[CH2:28][CH2:27][O:26][CH2:25]4)=[C:17]([N+:20]([O-])=O)[CH:18]=3)[N:13]=[CH:12][N:11]=2)[CH:5]=[CH:6][C:7]=1[F:8].Cl.[OH-].[Na+].